From a dataset of Full USPTO retrosynthesis dataset with 1.9M reactions from patents (1976-2016). Predict the reactants needed to synthesize the given product. (1) The reactants are: C([O:3][C:4]([C:6]1[C:10]([C:11]2[CH:16]=[CH:15][C:14]([F:17])=[CH:13][CH:12]=2)=[CH:9][N:8]([CH2:18][CH2:19][N:20]([CH3:22])[CH3:21])[N:7]=1)=[O:5])C.[OH-].[Na+].CO. Given the product [CH3:21][N:20]([CH3:22])[CH2:19][CH2:18][N:8]1[CH:9]=[C:10]([C:11]2[CH:16]=[CH:15][C:14]([F:17])=[CH:13][CH:12]=2)[C:6]([C:4]([OH:5])=[O:3])=[N:7]1, predict the reactants needed to synthesize it. (2) Given the product [Br:1][C:2]1[CH:9]=[CH:8][C:5]([CH2:6][O:7][C:17]2[CH:22]=[CH:21][CH:20]=[CH:19][N:18]=2)=[CH:4][CH:3]=1, predict the reactants needed to synthesize it. The reactants are: [Br:1][C:2]1[CH:9]=[CH:8][C:5]([CH2:6][OH:7])=[CH:4][CH:3]=1.CC(C)([O-])C.[K+].F[C:17]1[CH:22]=[CH:21][CH:20]=[CH:19][N:18]=1.O. (3) Given the product [NH2:1][C:4]1[CH:5]=[C:6]([CH2:17][OH:18])[CH:7]=[CH:8][C:9]=1[NH:10][C:11]1[CH:16]=[CH:15][CH:14]=[CH:13][CH:12]=1, predict the reactants needed to synthesize it. The reactants are: [N+:1]([C:4]1[CH:5]=[C:6]([CH2:17][OH:18])[CH:7]=[CH:8][C:9]=1[NH:10][C:11]1[CH:16]=[CH:15][CH:14]=[CH:13][CH:12]=1)([O-])=O.[H][H]. (4) Given the product [CH:72]1([N:71]([CH2:70][CH:69]([O:78][CH3:79])[O:68][CH3:67])[C:60](=[O:61])[CH2:59][CH2:58][O:57][CH2:56][CH2:55][C:54]2[CH:63]=[CH:64][CH:65]=[C:52]([CH2:51][CH2:50][N:48]3[CH2:47][C:46]4([CH2:66][N:42]([C:40]([C:38]5[N:39]=[C:35]([CH:32]([CH3:33])[CH3:34])[S:36][CH:37]=5)=[O:41])[CH2:43][CH2:44][O:45]4)[CH2:49]3)[CH:53]=2)[CH2:77][CH2:76][CH2:75][CH2:74][CH2:73]1, predict the reactants needed to synthesize it. The reactants are: CN(C(ON1N=NC2C=CC=NC1=2)=[N+](C)C)C.F[P-](F)(F)(F)(F)F.FC(F)(F)C(O)=O.[CH:32]([C:35]1[S:36][CH:37]=[C:38]([C:40]([N:42]2[CH2:66][C:46]3([CH2:49][N:48]([CH2:50][CH2:51][C:52]4[CH:53]=[C:54]([CH:63]=[CH:64][CH:65]=4)[CH2:55][CH2:56][O:57][CH2:58][CH2:59][C:60](O)=[O:61])[CH2:47]3)[O:45][CH2:44][CH2:43]2)=[O:41])[N:39]=1)([CH3:34])[CH3:33].[CH3:67][O:68][CH:69]([O:78][CH3:79])[CH2:70][NH:71][CH:72]1[CH2:77][CH2:76][CH2:75][CH2:74][CH2:73]1.C(N(CC)CC)C. (5) The reactants are: Cl[C:2]1[CH:7]=[CH:6][NH:5][C:4](=[O:8])[CH:3]=1.C([O-])([O-])=O.[K+].[K+].[Cl:15][C:16]1[CH:21]=[CH:20][C:19]([CH2:22][SH:23])=[CH:18][CH:17]=1. Given the product [Cl:15][C:16]1[CH:21]=[CH:20][C:19]([CH2:22][S:23][C:2]2[CH:7]=[CH:6][NH:5][C:4](=[O:8])[CH:3]=2)=[CH:18][CH:17]=1, predict the reactants needed to synthesize it.